The task is: Predict the product of the given reaction.. This data is from Forward reaction prediction with 1.9M reactions from USPTO patents (1976-2016). (1) Given the reactants [F:1][C:2]1[CH:3]=[C:4]2[C:9](=[CH:10][CH:11]=1)[N:8]=[C:7]([CH3:12])[NH:6][C:5]2=[O:13].[N+:14]([C:17]1[O:21][C:20]([CH:22]=O)=[CH:19][CH:18]=1)([O-:16])=[O:15].S(=O)(=O)(O)O, predict the reaction product. The product is: [F:1][C:2]1[CH:3]=[C:4]2[C:9](=[CH:10][CH:11]=1)[N:8]=[C:7]([CH:12]=[CH:22][C:20]1[O:21][C:17]([N+:14]([O-:16])=[O:15])=[CH:18][CH:19]=1)[NH:6][C:5]2=[O:13]. (2) Given the reactants [CH:1]1[CH:6]=[CH:5][C:4]([NH:7][C:8]([CH2:10][CH2:11][CH2:12][CH2:13][CH2:14][CH2:15][C:16]([NH:18][OH:19])=[O:17])=[O:9])=[CH:3][CH:2]=1.ON1C2C=CC=CC=2N=N1.[C:30](OC(=O)C)(=[O:32])[CH3:31], predict the reaction product. The product is: [C:4]1([NH:7][C:8](=[O:9])[CH2:10][CH2:11][CH2:12][CH2:13][CH2:14][CH2:15][C:16]([NH:18][O:19][C:30](=[O:32])[CH3:31])=[O:17])[CH:3]=[CH:2][CH:1]=[CH:6][CH:5]=1. (3) Given the reactants [C:1]([O:5][C:6]([C@@H:8]([C@@H:12]([C:16]1[CH:21]=[CH:20][C:19]([C:22]([F:25])([F:24])[F:23])=[CH:18][CH:17]=1)/[CH:13]=[CH:14]/[CH3:15])[C:9]([OH:11])=[O:10])=[O:7])([CH3:4])([CH3:3])[CH3:2].CO.[Si](C=[N+]=[N-])(C)(C)[CH3:29].CCCCCC, predict the reaction product. The product is: [C:1]([O:5][C:6]([C@@H:8]([C@@H:12]([C:16]1[CH:17]=[CH:18][C:19]([C:22]([F:23])([F:24])[F:25])=[CH:20][CH:21]=1)/[CH:13]=[CH:14]/[CH3:15])[C:9]([O:11][CH3:29])=[O:10])=[O:7])([CH3:2])([CH3:3])[CH3:4]. (4) The product is: [N:14]1([C:13]2[C:8]3[N:7]=[N:6][N:5]([CH2:4][CH:3]=[O:2])[C:9]=3[N:10]=[C:11]([C:20]3[CH:25]=[CH:24][C:23]([NH:26][C:27]([NH:29][C:30]4[CH:31]=[N:32][CH:33]=[CH:34][CH:35]=4)=[O:28])=[CH:22][CH:21]=3)[N:12]=2)[CH2:15][CH2:16][O:17][CH2:18][CH2:19]1. Given the reactants C[O:2][CH:3](OC)[CH2:4][N:5]1[C:9]2[N:10]=[C:11]([C:20]3[CH:25]=[CH:24][C:23]([NH:26][C:27]([NH:29][C:30]4[CH:31]=[N:32][CH:33]=[CH:34][CH:35]=4)=[O:28])=[CH:22][CH:21]=3)[N:12]=[C:13]([N:14]3[CH2:19][CH2:18][O:17][CH2:16][CH2:15]3)[C:8]=2[N:7]=[N:6]1, predict the reaction product. (5) Given the reactants [CH2:1]([C:3]1[N:4]([C:28]2[CH:33]=[CH:32][C:31]([OH:34])=[CH:30][CH:29]=2)[C:5](=[O:27])[C:6]([CH2:12][C:13]2[CH:18]=[CH:17][C:16]([C:19]3[C:20]([C:25]#[N:26])=[CH:21][CH:22]=[CH:23][CH:24]=3)=[CH:15][CH:14]=2)=[C:7]([CH2:9][CH2:10][CH3:11])[N:8]=1)[CH3:2].[Si](O[CH:43]1[CH2:48][CH2:47][CH2:46][CH:45]([OH:49])[CH2:44]1)(C(C)(C)C)(C)C.C1(P(C2C=CC=CC=2)C2C=CC=CC=2)C=CC=CC=1.[N:70]([C:71]([O:73]C(C)C)=[O:72])=[N:70][C:71]([O:73]C(C)C)=[O:72], predict the reaction product. The product is: [CH2:1]([C:3]1[N:4]([C:28]2[CH:33]=[CH:32][C:31]([O:34][CH:47]3[CH2:48][CH2:43][CH2:44][CH:45]([OH:49])[CH2:46]3)=[CH:30][CH:29]=2)[C:5](=[O:27])[C:6]([CH2:12][C:13]2[CH:18]=[CH:17][C:16]([C:19]3[CH:24]=[CH:23][CH:22]=[CH:21][C:20]=3[C:25]3[NH:70][C:71](=[O:72])[O:73][N:26]=3)=[CH:15][CH:14]=2)=[C:7]([CH2:9][CH2:10][CH3:11])[N:8]=1)[CH3:2]. (6) The product is: [NH2:3][CH2:12][CH2:13][CH2:14][C:15]#[C:16][C:17]1[CH:18]=[C:19]([CH:34]=[C:35]([O:37][CH3:38])[CH:36]=1)[O:20][CH:21]1[CH2:22][CH2:23][N:24]([C:27]([O:29][C:30]([CH3:32])([CH3:33])[CH3:31])=[O:28])[CH2:25][CH2:26]1. Given the reactants O=C1C2C(=CC=CC=2)C(=O)[N:3]1[CH2:12][CH2:13][CH2:14][C:15]#[C:16][C:17]1[CH:18]=[C:19]([CH:34]=[C:35]([O:37][CH3:38])[CH:36]=1)[O:20][CH:21]1[CH2:26][CH2:25][N:24]([C:27]([O:29][C:30]([CH3:33])([CH3:32])[CH3:31])=[O:28])[CH2:23][CH2:22]1.O.NN, predict the reaction product. (7) Given the reactants [Br:1][C:2]1[CH:7]=[CH:6][C:5]([NH:8][C:9]([NH:11][NH:12][C:13](=O)[CH2:14][C@@H:15]2[CH2:19][CH2:18][N:17]([C:20](=[O:23])[CH2:21][CH3:22])[CH2:16]2)=[O:10])=[C:4]([F:25])[CH:3]=1.C(=O)([O-])[O-].[K+].[K+].O, predict the reaction product. The product is: [Br:1][C:2]1[CH:7]=[CH:6][C:5]([N:8]2[C:13]([CH2:14][C@@H:15]3[CH2:19][CH2:18][N:17]([C:20](=[O:23])[CH2:21][CH3:22])[CH2:16]3)=[N:12][NH:11][C:9]2=[O:10])=[C:4]([F:25])[CH:3]=1.